This data is from Full USPTO retrosynthesis dataset with 1.9M reactions from patents (1976-2016). The task is: Predict the reactants needed to synthesize the given product. (1) Given the product [CH3:17][C:16]1[CH:15]=[CH:14][C:7]2[C:5](=[CH:4][C:3]([O:2][CH3:1])=[C:9]([O:10][CH3:11])[C:8]=2[O:12][CH3:13])[N:6]=1, predict the reactants needed to synthesize it. The reactants are: [CH3:1][O:2][C:3]1[CH:4]=[C:5]([CH:7]=[C:8]([O:12][CH3:13])[C:9]=1[O:10][CH3:11])[NH2:6].[CH:14](=O)/[CH:15]=[CH:16]/[CH3:17]. (2) Given the product [F:22][C:19]1[CH:20]=[CH:21][C:16]([S:13]([N:7]2[CH2:8][CH2:9][N:10]([CH3:12])[CH2:11][CH:6]2[C:4]([OH:5])=[O:3])(=[O:14])=[O:15])=[CH:17][CH:18]=1, predict the reactants needed to synthesize it. The reactants are: C([O:3][C:4]([CH:6]1[CH2:11][N:10]([CH3:12])[CH2:9][CH2:8][N:7]1[S:13]([C:16]1[CH:21]=[CH:20][C:19]([F:22])=[CH:18][CH:17]=1)(=[O:15])=[O:14])=[O:5])C.[OH-].[Na+].Cl. (3) Given the product [Cl:1][C:2]1[CH:12]=[CH:11][C:10]([CH:13]2[CH2:14][CH2:15]2)=[CH:9][C:3]=1[C:4]([OH:6])=[O:5], predict the reactants needed to synthesize it. The reactants are: [Cl:1][C:2]1[CH:12]=[CH:11][C:10]([CH:13]2[CH2:15][CH2:14]2)=[CH:9][C:3]=1[C:4]([O:6]CC)=[O:5].O.[OH-].[Li+]. (4) Given the product [F:1][C:2]1[CH:3]=[CH:4][C:5]([C:8]2[N:9]=[C:10]3[CH:15]=[C:14]([CH:16]4[CH2:21][CH2:20][NH:19][CH2:18][CH2:17]4)[CH:13]=[CH:12][N:11]3[C:32]=2[C:33]2[CH:38]=[CH:37][N:36]=[CH:35][N:34]=2)=[CH:6][CH:7]=1, predict the reactants needed to synthesize it. The reactants are: [F:1][C:2]1[CH:7]=[CH:6][C:5]([C:8]2[N:9]=[C:10]3[CH:15]=[C:14]([CH:16]4[CH2:21][CH2:20][N:19](C(OCC5C=CC=CC=5)=O)[CH2:18][CH2:17]4)[CH:13]=[CH:12][N:11]3[C:32]=2[C:33]2[CH:38]=[CH:37][N:36]=[CH:35][N:34]=2)=[CH:4][CH:3]=1.C1(S)C=CC=CC=1.I[Si](C)(C)C. (5) Given the product [N+:8]([C:3]1[CH:4]=[CH:5][CH:6]=[CH:7][C:2]=1[O:11][CH2:12][CH2:13][C:14]1[CH:19]=[CH:18][CH:17]=[CH:16][N:15]=1)([O-:10])=[O:9], predict the reactants needed to synthesize it. The reactants are: F[C:2]1[CH:7]=[CH:6][CH:5]=[CH:4][C:3]=1[N+:8]([O-:10])=[O:9].[OH:11][CH2:12][CH2:13][C:14]1[CH:19]=[CH:18][CH:17]=[CH:16][N:15]=1.C(=O)([O-])[O-].[Cs+].[Cs+]. (6) Given the product [CH3:18][CH2:17][CH2:16][CH2:15][CH2:14]/[CH:13]=[CH:12]\[CH2:11]/[CH:10]=[CH:9]\[CH2:8][CH2:7][CH2:6][CH2:5][CH2:4][CH2:3][CH2:2][C:1]([O:20][C@@H:38]1[CH2:37][C:36]2[C@@:42]([CH3:43])([C@@H:44]3[C@@H:33]([CH2:34][CH:35]=2)[C@@H:32]2[CH2:31][CH2:30][C@H:29]([C@@H:27]([CH2:26][CH2:25][CH2:24][CH:22]([CH3:21])[CH3:23])[CH3:28])[C@@:47]2([CH3:48])[CH2:46][CH2:45]3)[CH2:41][CH2:40]1)=[O:19], predict the reactants needed to synthesize it. The reactants are: [C:1]([OH:20])(=[O:19])[CH2:2][CH2:3][CH2:4][CH2:5][CH2:6][CH2:7][CH2:8]/[CH:9]=[CH:10]\[CH2:11]/[CH:12]=[CH:13]\[CH2:14][CH2:15][CH2:16][CH2:17][CH3:18].[CH3:21][CH:22]([CH2:24][CH2:25][CH2:26][C@H:27]([C@@H:29]1[C@:47]2([CH3:48])[C@H:32]([C@H:33]3[C@H:44]([CH2:45][CH2:46]2)[C@:42]2([CH3:43])[C:36]([CH2:37][C@H:38]([CH2:40][CH2:41]2)O)=[CH:35][CH2:34]3)[CH2:31][CH2:30]1)[CH3:28])[CH3:23].OS(O)(=O)=O.